Dataset: Forward reaction prediction with 1.9M reactions from USPTO patents (1976-2016). Task: Predict the product of the given reaction. The product is: [F:1][C:2]1[CH:3]=[C:4]2[C:9](=[CH:10][CH:11]=1)[N:8]=[C:7]([C:12]1[CH:17]=[CH:16][CH:15]=[CH:14][C:13]=1[OH:18])[N:6]=[C:5]2[N:19]1[CH2:20][CH2:21][N:22]([C:34](=[O:35])[C@H:33]([OH:32])[CH2:37][C:38]([CH3:41])([CH3:40])[CH3:39])[CH2:23][CH2:24]1. Given the reactants [F:1][C:2]1[CH:3]=[C:4]2[C:9](=[CH:10][CH:11]=1)[N:8]=[C:7]([C:12]1[CH:17]=[CH:16][CH:15]=[CH:14][C:13]=1[OH:18])[N:6]=[C:5]2[N:19]1[CH2:24][CH2:23][NH:22][CH2:21][CH2:20]1.C(N(CC)CC)C.[OH:32][C@H:33]([CH2:37][C:38]([CH3:41])([CH3:40])[CH3:39])[C:34](O)=[O:35].CN(C(ON1N=NC2C=CC=NC1=2)=[N+](C)C)C.F[P-](F)(F)(F)(F)F, predict the reaction product.